From a dataset of Blood-brain barrier permeability regression values from the B3DB database. Regression/Classification. Given a drug SMILES string, predict its absorption, distribution, metabolism, or excretion properties. Task type varies by dataset: regression for continuous measurements (e.g., permeability, clearance, half-life) or binary classification for categorical outcomes (e.g., BBB penetration, CYP inhibition). For this dataset (b3db_regression), we predict Y. The molecule is CC1=C(C(CCC1)(C)C)C=CC(=CC=CC(=CC(=O)O)C)C. The Y is -0.490 log(BB ratio).